This data is from Full USPTO retrosynthesis dataset with 1.9M reactions from patents (1976-2016). The task is: Predict the reactants needed to synthesize the given product. (1) Given the product [BrH:39].[CH3:1][C:2]1[CH:11]=[CH:10][C:9]([N:12]2[CH2:17][CH2:16][N:15]([CH3:18])[CH2:14][CH2:13]2)=[C:8]2[C:3]=1[CH2:4][CH2:5][C@@H:6]([NH:19][C:20](=[O:33])[C:21]1[CH:26]=[CH:25][C:24]([N:27]3[CH2:32][CH2:31][O:30][CH2:29][CH2:28]3)=[CH:23][CH:22]=1)[CH2:7]2, predict the reactants needed to synthesize it. The reactants are: [CH3:1][C:2]1[CH:11]=[CH:10][C:9]([N:12]2[CH2:17][CH2:16][N:15]([CH3:18])[CH2:14][CH2:13]2)=[C:8]2[C:3]=1[CH2:4][CH2:5][C@@H:6]([NH:19][C:20](=[O:33])[C:21]1[CH:26]=[CH:25][C:24]([N:27]3[CH2:32][CH2:31][O:30][CH2:29][CH2:28]3)=[CH:23][CH:22]=1)[CH2:7]2.N1C=CN=C1.[BrH:39].C(O)(=O)C. (2) Given the product [F:28][CH:25]1[CH2:26][CH2:27][N:22]([CH2:21][CH2:20][CH2:19][O:18][C:14]2[CH:13]=[C:12]3[C:17]([CH:8]([C:5]4[CH:6]=[N:7][C:2]([S:32][CH3:31])=[CH:3][CH:4]=4)[CH2:9][N:10]([CH3:29])[CH2:11]3)=[CH:16][CH:15]=2)[CH2:23][CH2:24]1, predict the reactants needed to synthesize it. The reactants are: Br[C:2]1[N:7]=[CH:6][C:5]([CH:8]2[C:17]3[C:12](=[CH:13][C:14]([O:18][CH2:19][CH2:20][CH2:21][N:22]4[CH2:27][CH2:26][CH:25]([F:28])[CH2:24][CH2:23]4)=[CH:15][CH:16]=3)[CH2:11][N:10]([CH3:29])[CH2:9]2)=[CH:4][CH:3]=1.C(S)[CH2:31][S:32]([O-])(=O)=O.[Na+]. (3) Given the product [Br:1][C:2]1[C:3]([N:12]2[CH2:17][CH2:16][N:15]([CH2:18][C:19]3[N:23]([CH3:24])[CH:22]=[N:21][CH:20]=3)[CH2:14][CH2:13]2)=[C:4]2[N:9]=[C:28]([C:29]3[CH:34]=[CH:33][C:32]([O:35][CH3:36])=[CH:31][CH:30]=3)[NH:8][C:5]2=[N:6][CH:7]=1, predict the reactants needed to synthesize it. The reactants are: [Br:1][C:2]1[C:3]([N:12]2[CH2:17][CH2:16][N:15]([CH2:18][C:19]3[N:23]([CH3:24])[CH:22]=[N:21][CH:20]=3)[CH2:14][CH2:13]2)=[C:4]([N+:9]([O-])=O)[C:5]([NH2:8])=[N:6][CH:7]=1.CCO.[CH:28](=O)[C:29]1[CH:34]=[CH:33][C:32]([O:35][CH3:36])=[CH:31][CH:30]=1.[O-]S(S([O-])=O)=O.[Na+].[Na+]. (4) Given the product [CH3:22][O:1][C:2]1[CH:3]=[CH:4][C:5]([O:6][C:7]2[C:8]([I:19])=[CH:9][C:10]([CH2:14][C:15]([O:17][CH3:18])=[O:16])=[CH:11][C:12]=2[I:13])=[CH:20][CH:21]=1, predict the reactants needed to synthesize it. The reactants are: [OH:1][C:2]1[CH:21]=[CH:20][C:5]([O:6][C:7]2[C:12]([I:13])=[CH:11][C:10]([CH2:14][C:15]([O:17][CH3:18])=[O:16])=[CH:9][C:8]=2[I:19])=[CH:4][CH:3]=1.[CH3:22][Si](C=[N+]=[N-])(C)C. (5) Given the product [O:9]=[C:10]1[CH2:17][CH:16]2[CH:12]([CH2:13][CH:14]([C:18]([O:20][CH2:2][C:3]3[CH:8]=[CH:7][CH:6]=[CH:5][CH:4]=3)=[O:19])[CH2:15]2)[CH2:11]1, predict the reactants needed to synthesize it. The reactants are: Br[CH2:2][C:3]1[CH:8]=[CH:7][CH:6]=[CH:5][CH:4]=1.[O:9]=[C:10]1[CH2:17][CH:16]2[CH:12]([CH2:13][CH:14]([C:18]([OH:20])=[O:19])[CH2:15]2)[CH2:11]1.CCN(C(C)C)C(C)C.